Binary Classification. Given a miRNA mature sequence and a target amino acid sequence, predict their likelihood of interaction. From a dataset of Experimentally validated miRNA-target interactions with 360,000+ pairs, plus equal number of negative samples. The miRNA is hsa-miR-7156-5p with sequence UUGUUCUCAAACUGGCUGUCAGA. The protein sequence of the target gene is MEGQRWLPLEANPEVTNQFLKQLGLHPNWQFVDVYGMDPELLSMVPRPVCAVLLLFPITEKYEVFRTEEEEKIKSQGQDVTSSVYFMKQTISNACGTIGLIHAIANNKDKMHFESGSTLKKFLEESVSMSPEERARYLENYDAIRVTHETSAHEGQTEAPSIDEKVDLHFIALVHVDGHLYELDGRKPFPINHGETSDETLLEDAIEVCKKFMERDPDELRFNAIALSAA. Result: 1 (interaction).